Dataset: NCI-60 drug combinations with 297,098 pairs across 59 cell lines. Task: Regression. Given two drug SMILES strings and cell line genomic features, predict the synergy score measuring deviation from expected non-interaction effect. Drug 1: CC1=C2C(C(=O)C3(C(CC4C(C3C(C(C2(C)C)(CC1OC(=O)C(C(C5=CC=CC=C5)NC(=O)OC(C)(C)C)O)O)OC(=O)C6=CC=CC=C6)(CO4)OC(=O)C)OC)C)OC. Drug 2: CC1=C2C(C(=O)C3(C(CC4C(C3C(C(C2(C)C)(CC1OC(=O)C(C(C5=CC=CC=C5)NC(=O)OC(C)(C)C)O)O)OC(=O)C6=CC=CC=C6)(CO4)OC(=O)C)O)C)O. Cell line: OVCAR-4. Synergy scores: CSS=46.7, Synergy_ZIP=6.73, Synergy_Bliss=6.59, Synergy_Loewe=8.38, Synergy_HSA=11.7.